This data is from Full USPTO retrosynthesis dataset with 1.9M reactions from patents (1976-2016). The task is: Predict the reactants needed to synthesize the given product. (1) Given the product [CH2:20]([N:14]1[C:6]2[C:5](=[CH:10][CH:9]=[C:8]([N+:11]([O-:13])=[O:12])[CH:7]=2)[C:1]([I:34])=[CH:2]1)[CH3:21], predict the reactants needed to synthesize it. The reactants are: [C:1]([C:5]1[CH:10]=[CH:9][C:8]([N+:11]([O-:13])=[O:12])=[CH:7][C:6]=1[NH2:14])#[C:2]CC.FC(F)(F)C(O[C:20](=O)[C:21](F)(F)F)=O.C(=O)([O-])[O-].[K+].[K+].[I:34]I. (2) The reactants are: [CH3:1][O:2][C:3]1[CH:8]=[CH:7][C:6]([CH:9]2[C:14]3[NH:15][C:16]4[C:21]([C:13]=3[CH2:12][CH2:11][NH:10]2)=[CH:20][CH:19]=[CH:18][CH:17]=4)=[CH:5][CH:4]=1.Cl[C:23]1[N:28]=[CH:27][N:26]=[C:25]2[NH:29][N:30]=[CH:31][C:24]=12. Given the product [CH3:1][O:2][C:3]1[CH:4]=[CH:5][C:6]([CH:9]2[C:14]3[NH:15][C:16]4[C:21](=[CH:20][CH:19]=[CH:18][CH:17]=4)[C:13]=3[CH2:12][CH2:11][N:10]2[C:23]2[N:28]=[CH:27][N:26]=[C:25]3[NH:29][N:30]=[CH:31][C:24]=23)=[CH:7][CH:8]=1, predict the reactants needed to synthesize it. (3) Given the product [Br:1][C:2]1[CH:3]=[C:4]2[C:9](=[CH:10][CH:11]=1)[N:8]=[CH:7][C:6]([C:12]([CH:14]1[CH2:16][CH2:15]1)=[O:13])=[C:5]2[NH:18][C:19]1[CH:24]=[N:23][C:22]([N:25]2[CH2:29][CH2:28][CH:27]([NH:30][C:31](=[O:37])[O:32][C:33]([CH3:35])([CH3:34])[CH3:36])[CH2:26]2)=[N:21][CH:20]=1, predict the reactants needed to synthesize it. The reactants are: [Br:1][C:2]1[CH:3]=[C:4]2[C:9](=[CH:10][CH:11]=1)[N:8]=[CH:7][C:6]([C:12]([CH:14]1[CH2:16][CH2:15]1)=[O:13])=[C:5]2Cl.[NH2:18][C:19]1[CH:20]=[N:21][C:22]([N:25]2[CH2:29][CH2:28][CH:27]([NH:30][C:31](=[O:37])[O:32][C:33]([CH3:36])([CH3:35])[CH3:34])[CH2:26]2)=[N:23][CH:24]=1. (4) The reactants are: [F:1][CH:2]([F:25])[C:3]1[N:8]2[N:9]=[CH:10][C:11]([C:12](O)=[O:13])=[C:7]2[N:6]=[C:5]([C:15]2[CH:20]=[CH:19][C:18]([C:21]([F:24])([F:23])[F:22])=[CH:17][CH:16]=2)[CH:4]=1.[NH2:26][C:27]1[S:28][C:29]([S:32]([NH2:35])(=[O:34])=[O:33])=[CH:30][N:31]=1. Given the product [S:32]([C:29]1[S:28][C:27]([NH:26][C:12]([C:11]2[CH:10]=[N:9][N:8]3[C:3]([CH:2]([F:25])[F:1])=[CH:4][C:5]([C:15]4[CH:20]=[CH:19][C:18]([C:21]([F:22])([F:24])[F:23])=[CH:17][CH:16]=4)=[N:6][C:7]=23)=[O:13])=[N:31][CH:30]=1)(=[O:34])(=[O:33])[NH2:35], predict the reactants needed to synthesize it.